The task is: Predict the reactants needed to synthesize the given product.. This data is from Full USPTO retrosynthesis dataset with 1.9M reactions from patents (1976-2016). (1) Given the product [ClH:1].[ClH:1].[Cl:1][C:2]1[CH:10]=[CH:9][CH:8]=[C:7]([F:11])[C:3]=1[C:4]([NH:26][C:24]1[CH:23]=[CH:22][CH:21]=[C:20]([C:17]2[CH2:18][CH2:19][CH:14]([N:13]([CH3:27])[CH3:12])[CH2:15][CH:16]=2)[N:25]=1)=[O:5], predict the reactants needed to synthesize it. The reactants are: [Cl:1][C:2]1[CH:10]=[CH:9][CH:8]=[C:7]([F:11])[C:3]=1[C:4](Cl)=[O:5].[CH3:12][N:13]([CH3:27])[CH:14]1[CH2:19][CH2:18][C:17]([C:20]2[N:25]=[C:24]([NH2:26])[CH:23]=[CH:22][CH:21]=2)=[CH:16][CH2:15]1. (2) Given the product [CH3:1][O:2][CH2:3][CH2:4][O:5][CH2:6][C:7]1[O:11][N:10]=[C:9]([C:12]2[CH:13]=[CH:14][C:15]([CH3:26])=[C:16]([CH:17]=2)[NH2:18])[N:8]=1, predict the reactants needed to synthesize it. The reactants are: [CH3:1][O:2][CH2:3][CH2:4][O:5][CH2:6][C:7]1[O:11][N:10]=[C:9]([C:12]2[CH:13]=[CH:14][C:15]([CH3:26])=[C:16]([NH:18]C(=O)OC(C)(C)C)[CH:17]=2)[N:8]=1. (3) Given the product [CH3:1][C:2]1[C:6]([C:7]#[C:8][C:9]2[CH:14]=[CH:13][CH:12]=[CH:11][CH:10]=2)=[C:5]([NH2:15])[NH:4][N:3]=1, predict the reactants needed to synthesize it. The reactants are: [CH3:1][C:2]1[C:6]([C:7]#[C:8][C:9]2[CH:14]=[CH:13][CH:12]=[CH:11][CH:10]=2)=[C:5]([NH:15]C(=O)C)[NH:4][N:3]=1.C(O)C.[OH-].[Na+]. (4) Given the product [CH3:1][C:2]1([CH3:9])[CH2:7][CH2:6][C:5](=[N:11][OH:12])[CH2:4][CH2:3]1, predict the reactants needed to synthesize it. The reactants are: [CH3:1][C:2]1([CH3:9])[CH2:7][CH2:6][C:5](=O)[CH2:4][CH2:3]1.Cl.[NH2:11][OH:12].C(=O)([O-])[O-].[Na+].[Na+]. (5) The reactants are: Cl[C:2]1[CH:7]=[CH:6][N:5]=[C:4]2[NH:8][C:9]([C:11]3[CH:12]=[N:13][N:14]([CH3:16])[CH:15]=3)=[N:10][C:3]=12.[C:17]([O:21][C:22]([N:24]1[CH2:33][CH2:32][C:31]2[C:26](=[CH:27][CH:28]=[C:29](B3OC(C)(C)C(C)(C)O3)[CH:30]=2)[CH2:25]1)=[O:23])([CH3:20])([CH3:19])[CH3:18].C1(P(C2CCCCC2)C2C=CC=CC=2C2C(OC)=CC=CC=2OC)CCCCC1.C(=O)([O-])[O-].[K+].[K+].O1CCOCC1.O. Given the product [C:17]([O:21][C:22]([N:24]1[CH2:33][CH2:32][C:31]2[C:26](=[CH:27][CH:28]=[C:29]([C:2]3[CH:7]=[CH:6][N:5]=[C:4]4[NH:8][C:9]([C:11]5[CH:12]=[N:13][N:14]([CH3:16])[CH:15]=5)=[N:10][C:3]=34)[CH:30]=2)[CH2:25]1)=[O:23])([CH3:20])([CH3:18])[CH3:19], predict the reactants needed to synthesize it. (6) Given the product [Br:20][C:21]1[C:26]([CH2:27][CH3:28])=[CH:25][N:24]=[C:23]([C:29]2[CH2:2][CH2:1][C:13]3([CH2:17][CH2:16][N:15]([CH3:18])[C:14]3=[O:19])[N:12]=2)[CH:22]=1, predict the reactants needed to synthesize it. The reactants are: [CH:1](S(C1C=CC=CC=1)(=O)=O)=[CH2:2].[NH2:12][CH:13]1[CH2:17][CH2:16][N:15]([CH3:18])[C:14]1=[O:19].[Br:20][C:21]1[C:26]([CH2:27][CH3:28])=[CH:25][N:24]=[C:23]([CH:29]=O)[CH:22]=1.[O-]S(C(F)(F)F)(=O)=O.[Ca+2].[O-]S(C(F)(F)F)(=O)=O.C(N(CC)CC)C.CC(C)([O-])C.[K+].